Predict which catalyst facilitates the given reaction. From a dataset of Catalyst prediction with 721,799 reactions and 888 catalyst types from USPTO. (1) Reactant: [O:1]=[C:2]1[C:10]2[C:5](=[CH:6][CH:7]=[CH:8][CH:9]=2)[C:4](=[O:11])[N:3]1[CH2:12][CH2:13][CH2:14][CH2:15]/[CH:16]=[CH:17]/[C:18]1[C:26]2[C:21](=[CH:22][CH:23]=[C:24]([F:27])[CH:25]=2)[N:20]([CH2:28][CH2:29][CH2:30][O:31][C:32]2[C:41]3[C:36](=[CH:37][CH:38]=[CH:39][CH:40]=3)[CH:35]=[CH:34][CH:33]=2)[C:19]=1[C:42]([O:44]CC)=[O:43].[OH-:47].[Na+]. Product: [C:2]([C:10]1[CH:9]=[CH:8][CH:7]=[CH:6][C:5]=1[C:4]([NH:3][CH2:12][CH2:13][CH2:14][CH2:15]/[CH:16]=[CH:17]/[C:18]1[C:26]2[C:21](=[CH:22][CH:23]=[C:24]([F:27])[CH:25]=2)[N:20]([CH2:28][CH2:29][CH2:30][O:31][C:32]2[C:41]3[C:36](=[CH:37][CH:38]=[CH:39][CH:40]=3)[CH:35]=[CH:34][CH:33]=2)[C:19]=1[C:42]([OH:44])=[O:43])=[O:11])([OH:47])=[O:1]. The catalyst class is: 83. (2) Product: [CH2:1]([N:8]1[CH2:13][CH2:12][C:11]2[O:23][C:16]([C:17]3[CH:18]=[CH:19][CH:20]=[CH:21][CH:22]=3)=[CH:15][C:10]=2[CH2:9]1)[C:2]1[CH:3]=[CH:4][CH:5]=[CH:6][CH:7]=1. Reactant: [CH2:1]([N:8]1[CH2:13][CH2:12][C:11](=O)[CH:10]([CH2:15][C:16](=[O:23])[C:17]2[CH:22]=[CH:21][CH:20]=[CH:19][CH:18]=2)[CH2:9]1)[C:2]1[CH:7]=[CH:6][CH:5]=[CH:4][CH:3]=1. The catalyst class is: 33. (3) Reactant: [CH2:1]([O:8][CH:9]1[CH2:14][CH2:13][CH:12]([CH:15](O)[CH:16]2[C:20](=[O:21])[C:19]([C:22]3[C:27]([CH3:28])=[CH:26][C:25]([CH3:29])=[CH:24][C:23]=3[CH3:30])=[C:18]([O:31]C)[CH2:17]2)[CH2:11][CH2:10]1)C1C=CC=CC=1.Cl. Product: [CH3:1][O:8][CH:9]1[CH2:14][CH2:13][CH:12](/[CH:15]=[C:16]2/[C:20](=[O:21])[CH:19]([C:22]3[C:27]([CH3:28])=[CH:26][C:25]([CH3:29])=[CH:24][C:23]=3[CH3:30])[C:18](=[O:31])[CH2:17]/2)[CH2:11][CH2:10]1. The catalyst class is: 95. (4) Reactant: [CH:1]1([CH2:4][C:5]2[CH:6]=[C:7]([CH:12]=[CH:13][CH:14]=2)[C:8](OC)=[O:9])[CH2:3][CH2:2]1.[BH4-].[Li+]. Product: [CH:1]1([CH2:4][C:5]2[CH:6]=[C:7]([CH2:8][OH:9])[CH:12]=[CH:13][CH:14]=2)[CH2:2][CH2:3]1. The catalyst class is: 1. (5) Reactant: [CH3:1][N:2]([CH3:6])[C:3](=[S:5])[O-:4].F[C:8]1[CH:13]=[CH:12][C:11]([N+:14]([O-:16])=[O:15])=[C:10]([O:17][CH2:18][O:19][CH3:20])[CH:9]=1.[C:21]([O-:24])([O-])=O.[Cs+].[Cs+]. Product: [CH3:1][N:2]([CH3:6])[C:3](=[O:4])[S:5][C:8]1[CH:13]=[CH:12][C:21]([O:24][C:8]2[CH:13]=[CH:12][C:11]([N+:14]([O-:16])=[O:15])=[C:10]([O:17][CH2:18][O:19][CH3:20])[CH:9]=2)=[CH:10][CH:9]=1. The catalyst class is: 3. (6) Reactant: [OH:1][C:2]1[CH:3]=[C:4]([C:8]2[N:9]=[CH:10][N:11]([C:13]([N:15]([CH3:22])[CH:16]3[CH2:21][CH2:20][NH:19][CH2:18][CH2:17]3)=[O:14])[CH:12]=2)[CH:5]=[CH:6][CH:7]=1.C(N(CC)C(C)C)(C)C.[F:32][C:33]1[CH:40]=[CH:39][C:36]([CH:37]=O)=[CH:35][C:34]=1[O:41][CH3:42].C(O[BH-](OC(=O)C)OC(=O)C)(=O)C.[Na+].C(O)(=O)C. Product: [F:32][C:33]1[CH:40]=[CH:39][C:36]([CH2:37][N:19]2[CH2:20][CH2:21][CH:16]([N:15]([CH3:22])[C:13]([N:11]3[CH:12]=[C:8]([C:4]4[CH:5]=[CH:6][CH:7]=[C:2]([OH:1])[CH:3]=4)[N:9]=[CH:10]3)=[O:14])[CH2:17][CH2:18]2)=[CH:35][C:34]=1[O:41][CH3:42]. The catalyst class is: 26. (7) Reactant: [NH:1]1[CH:5]=[C:4]([C:6]2[O:7][C:8]3[CH:14]=[CH:13][CH:12]=[CH:11][C:9]=3[N:10]=2)[CH:3]=[N:2]1.C(=O)([O-])[O-].[Cs+].[Cs+].[I-].[Na+].Br[CH2:24][CH2:25][C@@:26]([CH3:36])([S:32]([CH3:35])(=[O:34])=[O:33])[C:27]([O:29][CH2:30][CH3:31])=[O:28]. Product: [O:7]1[C:8]2[CH:14]=[CH:13][CH:12]=[CH:11][C:9]=2[N:10]=[C:6]1[C:4]1[CH:5]=[N:1][N:2]([CH2:24][CH2:25][C@@:26]([CH3:36])([S:32]([CH3:35])(=[O:34])=[O:33])[C:27]([O:29][CH2:30][CH3:31])=[O:28])[CH:3]=1. The catalyst class is: 10. (8) Reactant: [NH2:1][C:2]1[C:3]([F:31])=[C:4]([CH:26]=[CH:27][C:28]=1[C:29]#[N:30])[C:5]([NH:7][C:8]1[C:13]([CH3:14])=[CH:12][C:11]([C:15]([F:24])([C:20]([F:23])([F:22])[F:21])[C:16]([F:19])([F:18])[F:17])=[CH:10][C:9]=1[CH3:25])=[O:6].N1C=CC=CC=1.[C:38](Cl)(=[O:45])[C:39]1[CH:44]=[CH:43][CH:42]=[CH:41][CH:40]=1. Product: [C:38]([NH:1][C:2]1[C:3]([F:31])=[C:4]([CH:26]=[CH:27][C:28]=1[C:29]#[N:30])[C:5]([NH:7][C:8]1[C:9]([CH3:25])=[CH:10][C:11]([C:15]([F:24])([C:20]([F:21])([F:22])[F:23])[C:16]([F:18])([F:17])[F:19])=[CH:12][C:13]=1[CH3:14])=[O:6])(=[O:45])[C:39]1[CH:44]=[CH:43][CH:42]=[CH:41][CH:40]=1. The catalyst class is: 7. (9) Reactant: Cl.[NH2:2][C:3]1[CH:4]=[C:5]([CH2:9][C:10]([O:12][CH3:13])=[O:11])[CH:6]=[CH:7][CH:8]=1.C(N(C(C)C)CC)(C)C.Cl[CH2:24][CH2:25][N:26]=[C:27]=[O:28].[Cl-].[NH4+]. Product: [O:28]=[C:27]1[NH:26][CH2:25][CH2:24][N:2]1[C:3]1[CH:4]=[C:5]([CH2:9][C:10]([O:12][CH3:13])=[O:11])[CH:6]=[CH:7][CH:8]=1. The catalyst class is: 4. (10) Reactant: [N+:1]([C:4]1[CH:52]=[CH:51][C:7]([C:8]([O:10][C@H:11]2[C:15]3[N:16]=[CH:17][N:18]=[C:19]([N:20]4[C:40]5[C:35](=[C:36]([CH2:41][NH:42][C:43]([O:45][C:46]([CH3:49])([CH3:48])[CH3:47])=[O:44])[CH:37]=[CH:38][CH:39]=5)[C:22]5([CH2:27][CH2:26][N:25](CC6C=CC=CC=6)[CH2:24][CH2:23]5)[CH2:21]4)[C:14]=3[C@H:13]([CH3:50])[CH2:12]2)=[O:9])=[CH:6][CH:5]=1)([O-:3])=[O:2].C(Cl)(=O)OC(Cl)C. Product: [N+:1]([C:4]1[CH:5]=[CH:6][C:7]([C:8]([O:10][C@H:11]2[C:15]3[N:16]=[CH:17][N:18]=[C:19]([N:20]4[C:40]5[C:35](=[C:36]([CH2:41][NH:42][C:43]([O:45][C:46]([CH3:47])([CH3:48])[CH3:49])=[O:44])[CH:37]=[CH:38][CH:39]=5)[C:22]5([CH2:23][CH2:24][NH:25][CH2:26][CH2:27]5)[CH2:21]4)[C:14]=3[C@H:13]([CH3:50])[CH2:12]2)=[O:9])=[CH:51][CH:52]=1)([O-:3])=[O:2]. The catalyst class is: 11.